Dataset: Full USPTO retrosynthesis dataset with 1.9M reactions from patents (1976-2016). Task: Predict the reactants needed to synthesize the given product. (1) Given the product [CH:1]1([C:6]2([C:8]3[CH:13]=[C:12]([O:14][CH3:15])[CH:11]=[C:10]([O:16][CH3:17])[CH:9]=3)[S:26][CH2:25][CH2:24][S:23]2)[CH2:5][CH2:4][CH2:3][CH2:2]1, predict the reactants needed to synthesize it. The reactants are: [CH:1]1([C:6]([C:8]2[CH:13]=[C:12]([O:14][CH3:15])[CH:11]=[C:10]([O:16][CH3:17])[CH:9]=2)=O)[CH2:5][CH2:4][CH2:3][CH2:2]1.C(C1(C2C=C(OC)C=C(OC)C=2)[S:26][CH2:25][CH2:24][S:23]1)CCC. (2) Given the product [NH2:6][C:5]1[C:4]([F:10])=[CH:3][C:2]([C:11]#[N:12])=[C:8]([Cl:9])[CH:7]=1, predict the reactants needed to synthesize it. The reactants are: Br[C:2]1[C:8]([Cl:9])=[CH:7][C:5]([NH2:6])=[C:4]([F:10])[CH:3]=1.[C:11]([Cu])#[N:12]. (3) Given the product [CH:1]1([NH:4][C:5]([C:7]2[N:8]=[N:9][N:10]([C:15]3[CH:16]=[CH:17][C:18]([NH:21][C:22](=[O:27])[CH2:23][CH2:24][S:25]([CH3:26])=[O:28])=[CH:19][CH:20]=3)[C:11]=2[CH2:12][CH2:13][CH3:14])=[O:6])[CH2:2][CH2:3]1, predict the reactants needed to synthesize it. The reactants are: [CH:1]1([NH:4][C:5]([C:7]2[N:8]=[N:9][N:10]([C:15]3[CH:20]=[CH:19][C:18]([NH:21][C:22](=[O:27])[CH2:23][CH2:24][S:25][CH3:26])=[CH:17][CH:16]=3)[C:11]=2[CH2:12][CH2:13][CH3:14])=[O:6])[CH2:3][CH2:2]1.[OH:28]OS([O-])=O.[K+]. (4) Given the product [CH2:14]([S:15]([NH:19][C:20]1[CH:29]=[C:28]2[C:23]([N:24]=[C:25]([C:38]3[CH:39]=[CH:40][CH:41]=[CH:42][CH:43]=3)[C:26]([CH2:30][CH2:31][CH2:32][CH2:33][C:34]([OH:36])=[O:35])=[N:27]2)=[CH:22][CH:21]=1)(=[O:17])=[O:16])[C:8]1[CH:13]=[CH:12][CH:11]=[CH:10][CH:9]=1, predict the reactants needed to synthesize it. The reactants are: C(N(CC)CC)C.[C:8]1([CH2:14][S:15](Cl)(=[O:17])=[O:16])[CH:13]=[CH:12][CH:11]=[CH:10][CH:9]=1.[NH2:19][C:20]1[CH:29]=[C:28]2[C:23]([N:24]=[C:25]([C:38]3[CH:43]=[CH:42][CH:41]=[CH:40][CH:39]=3)[C:26]([CH2:30][CH2:31][CH2:32][CH2:33][C:34]([O:36]C)=[O:35])=[N:27]2)=[CH:22][CH:21]=1.[OH-].[Na+]. (5) Given the product [CH2:23]([C:10]1([CH3:25])[O:11][CH2:12][CH:13]([CH2:14][O:15][Si:16]([C:19]([CH3:20])([CH3:22])[CH3:21])([CH3:18])[CH3:17])[N:8]([CH2:1][C:2]2[CH:7]=[CH:6][CH:5]=[CH:4][CH:3]=2)[C:9]1=[O:24])[CH:35]=[CH2:36], predict the reactants needed to synthesize it. The reactants are: [CH2:1]([N:8]1[CH:13]([CH2:14][O:15][Si:16]([C:19]([CH3:22])([CH3:21])[CH3:20])([CH3:18])[CH3:17])[CH2:12][O:11][CH:10]([CH3:23])[C:9]1=[O:24])[C:2]1[CH:7]=[CH:6][CH:5]=[CH:4][CH:3]=1.[CH3:25][Si](C)(C)[N-][Si](C)(C)C.[Li+].[CH2:35](I)[CH:36]=C. (6) Given the product [CH2:10]([O:12][C:13]([N:15]1[CH2:16][CH2:17][N:18]([CH:21]([C:9]#[C:8][C:4]2[CH:5]=[CH:6][CH:7]=[C:2]([Cl:1])[CH:3]=2)[CH2:22][CH2:23][CH2:24][CH3:25])[CH2:19][CH2:20]1)=[O:14])[CH3:11], predict the reactants needed to synthesize it. The reactants are: [Cl:1][C:2]1[CH:3]=[C:4]([C:8]#[CH:9])[CH:5]=[CH:6][CH:7]=1.[CH2:10]([O:12][C:13]([N:15]1[CH2:20][CH2:19][NH:18][CH2:17][CH2:16]1)=[O:14])[CH3:11].[CH:21](=O)[CH2:22][CH2:23][CH2:24][CH3:25].